From a dataset of NCI-60 drug combinations with 297,098 pairs across 59 cell lines. Regression. Given two drug SMILES strings and cell line genomic features, predict the synergy score measuring deviation from expected non-interaction effect. (1) Drug 1: C1=C(C(=O)NC(=O)N1)N(CCCl)CCCl. Cell line: HT29. Drug 2: COC1=C2C(=CC3=C1OC=C3)C=CC(=O)O2. Synergy scores: CSS=12.8, Synergy_ZIP=-8.60, Synergy_Bliss=-3.39, Synergy_Loewe=-7.20, Synergy_HSA=-3.10. (2) Drug 1: CCC1=CC2CC(C3=C(CN(C2)C1)C4=CC=CC=C4N3)(C5=C(C=C6C(=C5)C78CCN9C7C(C=CC9)(C(C(C8N6C)(C(=O)OC)O)OC(=O)C)CC)OC)C(=O)OC.C(C(C(=O)O)O)(C(=O)O)O. Drug 2: C1=NC2=C(N=C(N=C2N1C3C(C(C(O3)CO)O)F)Cl)N. Cell line: HCC-2998. Synergy scores: CSS=60.7, Synergy_ZIP=-7.22, Synergy_Bliss=-11.1, Synergy_Loewe=-10.9, Synergy_HSA=-6.80.